Predict the reactants needed to synthesize the given product. From a dataset of Full USPTO retrosynthesis dataset with 1.9M reactions from patents (1976-2016). (1) Given the product [OH:43][C@@H:35]1[CH2:36][C:37]2[C:42](=[CH:41][CH:40]=[CH:39][CH:38]=2)[C@@H:34]1[NH:33][C:119]([C@@H:114]([NH:113][C:112]([N:89]1[CH2:90][C@H:91]([O:93][C:94]2[C:103]3[C:98](=[CH:99][C:100]([O:104][CH3:105])=[CH:101][CH:102]=3)[N:97]=[C:96]([C:106]3[CH:111]=[CH:110][CH:109]=[CH:108][CH:107]=3)[CH:95]=2)[CH2:92][C@H:88]1[C:86]([NH:85][C@:80]1([C:78]([OH:79])=[O:77])[CH2:82][C@H:81]1[CH:83]=[CH2:84])=[O:87])=[O:132])[C:115]([CH3:118])([CH3:117])[CH3:116])=[O:131], predict the reactants needed to synthesize it. The reactants are: C(OC(N[C@@H](C(C)(C)C)C(O)=O)=O)(C)(C)C.C(OC(NC(C(C)(C)C)C(O)=O)=O)(C)(C)C.[NH2:33][C@H:34]1[C:42]2[C:37](=[CH:38][CH:39]=[CH:40][CH:41]=2)[CH2:36][C@H:35]1[OH:43].C(OC(=O)NC(C(=O)NC1C2C(=CC=CC=2)CC1O)C(C)(C)C)(C)(C)C.ClNC(=O)[O-].C([O:77][C:78]([C:80]1([NH:85][C:86]([CH:88]2[CH2:92][CH:91]([O:93][C:94]3[C:103]4[C:98](=[CH:99][C:100]([O:104][CH3:105])=[CH:101][CH:102]=4)[N:97]=[C:96]([C:106]4[CH:111]=[CH:110][CH:109]=[CH:108][CH:107]=4)[CH:95]=3)[CH2:90][N:89]2[C:112](=[O:132])[NH:113][CH:114]([C:119](=[O:131])NC2C3C(=CC=CC=3)CC2O)[C:115]([CH3:118])([CH3:117])[CH3:116])=[O:87])[CH2:82][CH:81]1[CH:83]=[CH2:84])=[O:79])C. (2) Given the product [Cl:7][C:8]1[C:13]([Cl:14])=[CH:12][CH:11]=[CH:10][C:9]=1[S:15]([NH:18][C:19]1[C:24]([O:25][CH2:26][C:27]2[CH:28]=[N:29][CH:30]=[CH:31][CH:32]=2)=[N:23][C:22]([CH2:33][OH:34])=[CH:21][N:20]=1)(=[O:17])=[O:16], predict the reactants needed to synthesize it. The reactants are: [H-].[Al+3].[Li+].[H-].[H-].[H-].[Cl:7][C:8]1[C:13]([Cl:14])=[CH:12][CH:11]=[CH:10][C:9]=1[S:15]([NH:18][C:19]1[N:20]=[CH:21][C:22]([C:33](OC)=[O:34])=[N:23][C:24]=1[O:25][CH2:26][C:27]1[CH:28]=[N:29][CH:30]=[CH:31][CH:32]=1)(=[O:17])=[O:16].C(O)(=O)C. (3) The reactants are: [Cl:1][C:2]1[CH:7]=[CH:6][C:5]([S:8][C:9]2[CH:14]=[CH:13][CH:12]=[CH:11][C:10]=2[CH:15]=[CH:16][C:17]([OH:19])=O)=[CH:4][CH:3]=1.[NH2:20][CH2:21][CH2:22][CH2:23][CH2:24][OH:25]. Given the product [Cl:1][C:2]1[CH:3]=[CH:4][C:5]([S:8][C:9]2[CH:14]=[CH:13][CH:12]=[CH:11][C:10]=2/[CH:15]=[CH:16]/[C:17]([NH:20][CH2:21][CH2:22][CH2:23][CH2:24][OH:25])=[O:19])=[CH:6][CH:7]=1, predict the reactants needed to synthesize it. (4) Given the product [F:1][C:2]1[CH:7]=[CH:6][CH:5]=[CH:4][C:3]=1[C:8]1[CH:13]=[CH:12][CH:11]=[CH:10][C:9]=1[CH2:14][C:15]([OH:17])=[O:16], predict the reactants needed to synthesize it. The reactants are: [F:1][C:2]1[CH:7]=[CH:6][CH:5]=[CH:4][C:3]=1[C:8]1[CH:13]=[CH:12][CH:11]=[CH:10][C:9]=1[CH2:14][C:15]([O:17]CC)=[O:16].O.[OH-].[Li+]. (5) The reactants are: C([N:8]1[CH2:13][CH2:12][CH:11]([NH:14][C:15]([C:17]2[N:25]=[C:24]3[C:20]([N:21]=[CH:22][N:23]3[C@H:26]3[C@H:30]([OH:31])[C@H:29]([OH:32])[C@@H:28]([C:33]([NH:35][CH2:36][CH3:37])=[O:34])[O:27]3)=[C:19]([NH:38][CH2:39][CH:40]([C:47]3[CH:52]=[CH:51][CH:50]=[CH:49][CH:48]=3)[C:41]3[CH:46]=[CH:45][CH:44]=[CH:43][CH:42]=3)[N:18]=2)=[O:16])[CH2:10][CH2:9]1)C1C=CC=CC=1.C([O-])=O.[NH4+]. Given the product [C:41]1([CH:40]([C:47]2[CH:48]=[CH:49][CH:50]=[CH:51][CH:52]=2)[CH2:39][NH:38][C:19]2[N:18]=[C:17]([C:15]([NH:14][CH:11]3[CH2:12][CH2:13][NH:8][CH2:9][CH2:10]3)=[O:16])[N:25]=[C:24]3[C:20]=2[N:21]=[CH:22][N:23]3[C@H:26]2[C@H:30]([OH:31])[C@H:29]([OH:32])[C@@H:28]([C:33]([NH:35][CH2:36][CH3:37])=[O:34])[O:27]2)[CH:46]=[CH:45][CH:44]=[CH:43][CH:42]=1, predict the reactants needed to synthesize it. (6) Given the product [NH4+:4].[OH-:16].[Cl:2][C:3]1[CH:12]=[CH:11][C:10]2[CH2:9][N:8]([CH2:14][C:15]([N:17]3[CH2:22][CH2:21][N:20]([CH:23]4[CH2:26][CH2:25][CH2:24]4)[CH2:19][CH2:18]3)=[O:16])[CH2:7][CH2:6][C:5]=2[N:4]=1, predict the reactants needed to synthesize it. The reactants are: Cl.[Cl:2][C:3]1[CH:12]=[CH:11][C:10]2[CH2:9][NH:8][CH2:7][CH2:6][C:5]=2[N:4]=1.Cl[CH2:14][C:15]([N:17]1[CH2:22][CH2:21][N:20]([CH:23]2[CH2:26][CH2:25][CH2:24]2)[CH2:19][CH2:18]1)=[O:16].C([O-])([O-])=O.[K+].[K+]. (7) Given the product [F:1][CH:2]([F:26])[O:3][C:4]1[CH:9]=[CH:8][C:7]([C:10](=[O:25])[C:11]([C:13]2[CH:18]=[CH:17][C:16]([F:19])=[C:15]([C:20]#[C:21][CH2:22][CH2:23][F:31])[CH:14]=2)=[O:12])=[CH:6][CH:5]=1, predict the reactants needed to synthesize it. The reactants are: [F:1][CH:2]([F:26])[O:3][C:4]1[CH:9]=[CH:8][C:7]([C:10](=[O:25])[C:11]([C:13]2[CH:18]=[CH:17][C:16]([F:19])=[C:15]([C:20]#[C:21][CH2:22][CH2:23]O)[CH:14]=2)=[O:12])=[CH:6][CH:5]=1.CN(S(F)(F)[F:31])C.[Cl-].[Na+]. (8) Given the product [CH3:4][C:2]([NH:5][CH2:6][C@H:7]([OH:21])[CH2:8][O:9][C:10]1[C:11]([N:15]2[CH2:20][CH2:19][O:18][CH2:17][CH2:16]2)=[N:12][S:13][N:14]=1)([CH3:1])[CH3:3], predict the reactants needed to synthesize it. The reactants are: [CH3:1][C:2]([NH:5][CH2:6][C@H:7]([OH:21])[CH2:8][O:9][C:10]1[C:11]([N:15]2[CH2:20][CH2:19][O:18][CH2:17][CH2:16]2)=[N:12][S:13][N:14]=1)([CH3:4])[CH3:3].C(/C(O)=O)=C/C(O)=O. (9) Given the product [Br:1][C:12]1[C:11]2[C:6](=[CH:7][CH:8]=[C:9]([N:14]3[CH:18]=[C:17]([CH3:19])[CH:16]=[N:15]3)[CH:10]=2)[C:5](=[O:20])[N:4]([CH3:3])[CH:13]=1, predict the reactants needed to synthesize it. The reactants are: [Br:1]Br.[CH3:3][N:4]1[CH:13]=[CH:12][C:11]2[C:6](=[CH:7][CH:8]=[C:9]([N:14]3[CH:18]=[C:17]([CH3:19])[CH:16]=[N:15]3)[CH:10]=2)[C:5]1=[O:20].